Dataset: CYP3A4 substrate classification data from Carbon-Mangels et al.. Task: Regression/Classification. Given a drug SMILES string, predict its absorption, distribution, metabolism, or excretion properties. Task type varies by dataset: regression for continuous measurements (e.g., permeability, clearance, half-life) or binary classification for categorical outcomes (e.g., BBB penetration, CYP inhibition). Dataset: cyp3a4_substrate_carbonmangels. (1) The drug is CC[C@]1(O)C[C@H]2CN(CCc3c([nH]c4ccccc34)[C@@](C(=O)OC)(c3cc4c(cc3OC)N(C=O)[C@H]3[C@@](O)(C(=O)OC)[C@H](OC(C)=O)[C@]5(CC)C=CCN6CC[C@]43[C@@H]65)C2)C1. The result is 1 (substrate). (2) The molecule is O=c1[nH]c2ccccc2n1C1CCN(CCCC(c2ccc(F)cc2)c2ccc(F)cc2)CC1. The result is 1 (substrate). (3) The molecule is CN1C(=O)C[C@@H](c2ccccc2)C1=O. The result is 0 (non-substrate). (4) The drug is CCC(=O)O[C@](Cc1ccccc1)(c1ccccc1)[C@H](C)CN(C)C. The result is 0 (non-substrate). (5) The molecule is COC(=O)Nc1nc2cc(C(=O)c3ccccc3)ccc2[nH]1. The result is 0 (non-substrate). (6) The compound is CCCCOC(=O)C(=O)Nc1cccc(-c2nnn[nH]2)c1. The result is 0 (non-substrate). (7) The molecule is COC(=O)C1=C(C)NC(C)=C(C(=O)OCC(C)C)[C@H]1c1ccccc1[N+](=O)[O-]. The result is 1 (substrate). (8) The drug is COC(=O)[C@H]1[C@H]2C[C@@H]3c4[nH]c5cc(OC)ccc5c4CCN3C[C@H]2C[C@@H](OC(=O)c2cc(OC)c(OC)c(OC)c2)[C@@H]1OC. The result is 0 (non-substrate).